From a dataset of Full USPTO retrosynthesis dataset with 1.9M reactions from patents (1976-2016). Predict the reactants needed to synthesize the given product. (1) Given the product [C:3]([C:7]1[O:11][N:10]=[C:9]([NH:12][C:13]([NH:15][C:16]2[CH:21]=[CH:20][CH:19]=[C:18]([S:22][C:24]3[C:33]4[C:28](=[CH:29][C:30]([O:42][CH3:43])=[C:31]([O:34][CH2:35][CH2:36][CH2:37][S:38]([CH3:41])(=[O:39])=[O:40])[CH:32]=4)[N:27]=[CH:26][N:25]=3)[CH:17]=2)=[O:14])[CH:8]=1)([CH3:6])([CH3:4])[CH3:5], predict the reactants needed to synthesize it. The reactants are: [H-].[Na+].[C:3]([C:7]1[O:11][N:10]=[C:9]([NH:12][C:13]([NH:15][C:16]2[CH:21]=[CH:20][CH:19]=[C:18]([SH:22])[CH:17]=2)=[O:14])[CH:8]=1)([CH3:6])([CH3:5])[CH3:4].Cl[C:24]1[C:33]2[C:28](=[CH:29][C:30]([O:42][CH3:43])=[C:31]([O:34][CH2:35][CH2:36][CH2:37][S:38]([CH3:41])(=[O:40])=[O:39])[CH:32]=2)[N:27]=[CH:26][N:25]=1. (2) The reactants are: [CH3:1][C@@:2]12[C@H:11]3[CH2:12][CH:13]=[C:14]4[C@@H:19]5[CH2:20][C:21]([CH3:25])([CH3:24])[CH2:22][CH2:23][C@:18]5([C:26]([OH:28])=[O:27])[CH2:17][CH2:16][C@@:15]4([CH3:29])[C@:10]3([CH3:30])[CH2:9][CH2:8][C@H:7]1[C:6]([CH3:32])([CH3:31])[C@@H:5]([OH:33])[CH2:4][CH2:3]2.[CH2:34](Br)[C:35]1[CH:40]=[CH:39][CH:38]=[CH:37][CH:36]=1.C([O-])([O-])=O.[K+].[K+]. Given the product [OH:33][C@H:5]1[CH2:4][CH2:3][C@@:2]2([CH3:1])[CH:7]([CH2:8][CH2:9][C@:10]3([CH3:30])[CH:11]2[CH2:12][CH:13]=[C:14]2[C@@:15]3([CH3:29])[CH2:16][CH2:17][C@:18]3([C:26]([O:28][CH2:34][C:35]4[CH:40]=[CH:39][CH:38]=[CH:37][CH:36]=4)=[O:27])[CH:19]2[CH2:20][C:21]([CH3:24])([CH3:25])[CH2:22][CH2:23]3)[C:6]1([CH3:32])[CH3:31], predict the reactants needed to synthesize it.